This data is from Full USPTO retrosynthesis dataset with 1.9M reactions from patents (1976-2016). The task is: Predict the reactants needed to synthesize the given product. (1) Given the product [CH3:10][C:9]1[C:8]2[CH:11]=[CH:12][CH:13]=[CH:14][C:7]=2[O:6][C:5]=1[C:3](=[O:4])[CH2:2][O:21][C:15]1[CH:20]=[CH:19][CH:18]=[CH:17][CH:16]=1, predict the reactants needed to synthesize it. The reactants are: Br[CH2:2][C:3]([C:5]1[O:6][C:7]2[CH:14]=[CH:13][CH:12]=[CH:11][C:8]=2[C:9]=1[CH3:10])=[O:4].[C:15]1([OH:21])[CH:20]=[CH:19][CH:18]=[CH:17][CH:16]=1.C(=O)([O-])[O-].[K+].[K+].[Cl-].[NH4+]. (2) The reactants are: [N+:1]([C:4]1[CH:9]=[C:8]([N+:10]([O-:12])=[O:11])[CH:7]=[CH:6][C:5]=1[CH3:13])([O-:3])=[O:2].C=O.[O-:16][CH2:17]CCC.[O-:21][CH2:22]CCC.[O-:16][CH2:17]CCC.[O-:21][CH2:22]CCC.[K+].[K+].[K+].[K+].Cl. Given the product [N+:1]([C:4]1[CH:9]=[C:8]([N+:10]([O-:12])=[O:11])[CH:7]=[CH:6][C:5]=1[CH:13]([CH2:17][OH:16])[CH2:22][OH:21])([O-:3])=[O:2], predict the reactants needed to synthesize it.